This data is from Reaction yield outcomes from USPTO patents with 853,638 reactions. The task is: Predict the reaction yield, written as a fraction of the theoretical maximum amount of product (1.0 means a 100% yield; for example, 0.34 means a 34% yield). (1) The reactants are [O:1]=[C:2]1[NH:7][C:6]2[CH:8]=[C:9]([CH2:12][N:13]3[CH2:18][CH2:17][N:16]([C:19]4[CH:27]=[CH:26][C:22]([C:23](O)=[O:24])=[CH:21][N:20]=4)[CH2:15][CH2:14]3)[CH:10]=[N:11][C:5]=2[N:4]2[CH2:28][CH2:29][CH2:30][C@@H:3]12.[CH3:31][CH:32]([NH2:34])[CH3:33].CCN(C(C)C)C(C)C.CN(C(ON1N=NC2C=CC=NC1=2)=[N+](C)C)C.F[P-](F)(F)(F)(F)F. The catalyst is CN(C=O)C. The product is [CH:32]([NH:34][C:23](=[O:24])[C:22]1[CH:26]=[CH:27][C:19]([N:16]2[CH2:15][CH2:14][N:13]([CH2:12][C:9]3[CH:10]=[N:11][C:5]4[N:4]5[CH2:28][CH2:29][CH2:30][C@H:3]5[C:2](=[O:1])[NH:7][C:6]=4[CH:8]=3)[CH2:18][CH2:17]2)=[N:20][CH:21]=1)([CH3:33])[CH3:31]. The yield is 0.649. (2) The reactants are Br[C:2]1[CH:3]=[CH:4][C:5]([N+:8]([O-:10])=[O:9])=[N:6][CH:7]=1.[CH2:11]([C@@H:13]1[NH:18][CH2:17][CH2:16][N:15]([C:19]([O:21][C:22]([CH3:25])([CH3:24])[CH3:23])=[O:20])[CH2:14]1)[CH3:12].CC1(C)C2C(=C(P(C3C=CC=CC=3)C3C=CC=CC=3)C=CC=2)OC2C(P(C3C=CC=CC=3)C3C=CC=CC=3)=CC=CC1=2.C(=O)([O-])[O-].[Cs+].[Cs+]. The catalyst is C1C=CC(/C=C/C(/C=C/C2C=CC=CC=2)=O)=CC=1.C1C=CC(/C=C/C(/C=C/C2C=CC=CC=2)=O)=CC=1.C1C=CC(/C=C/C(/C=C/C2C=CC=CC=2)=O)=CC=1.[Pd].[Pd].O1CCOCC1. The product is [CH2:11]([C@@H:13]1[N:18]([C:2]2[CH:7]=[N:6][C:5]([N+:8]([O-:10])=[O:9])=[CH:4][CH:3]=2)[CH2:17][CH2:16][N:15]([C:19]([O:21][C:22]([CH3:23])([CH3:25])[CH3:24])=[O:20])[CH2:14]1)[CH3:12]. The yield is 0.220. (3) The reactants are O.O.[Sn](Cl)Cl.[N:6]1([C:12]2[CH:23]=[CH:22][C:21]([N+:24]([O-])=O)=[CH:20][C:13]=2[C:14]([O:16][CH2:17][CH:18]=[CH2:19])=[O:15])[CH2:11][CH2:10][O:9][CH2:8][CH2:7]1.C(O)C. The catalyst is CCOC(C)=O. The product is [NH2:24][C:21]1[CH:22]=[CH:23][C:12]([N:6]2[CH2:7][CH2:8][O:9][CH2:10][CH2:11]2)=[C:13]([CH:20]=1)[C:14]([O:16][CH2:17][CH:18]=[CH2:19])=[O:15]. The yield is 0.540. (4) The reactants are [N+:1]([C:4]1[CH:9]=[CH:8][C:7]([CH:10]2[CH2:15][C:14](=[O:16])[NH:13][C:12](=[O:17])[CH2:11]2)=[CH:6][CH:5]=1)([O-])=O. The catalyst is CO.[Pd]. The product is [NH2:1][C:4]1[CH:5]=[CH:6][C:7]([CH:10]2[CH2:11][C:12](=[O:17])[NH:13][C:14](=[O:16])[CH2:15]2)=[CH:8][CH:9]=1. The yield is 0.620. (5) The reactants are [CH3:1][C:2]1[CH:7]=[C:6]([CH3:8])[NH:5][C:4](=[O:9])[C:3]=1[CH2:10][NH:11][C:12]([C:14]1[C:15]2[CH:38]=[N:37][N:36]([CH:39]([CH3:41])[CH3:40])[C:16]=2[N:17]=[C:18]([C:20]2[CH2:21][CH2:22][N:23]([CH:26]3[CH2:31][CH2:30][N:29]([S:32]([CH3:35])(=[O:34])=[O:33])[CH2:28][CH2:27]3)[CH2:24][CH:25]=2)[CH:19]=1)=[O:13]. The catalyst is CCO.[Pd]. The product is [CH3:1][C:2]1[CH:7]=[C:6]([CH3:8])[NH:5][C:4](=[O:9])[C:3]=1[CH2:10][NH:11][C:12]([C:14]1[C:15]2[CH:38]=[N:37][N:36]([CH:39]([CH3:41])[CH3:40])[C:16]=2[N:17]=[C:18]([CH:20]2[CH2:21][CH2:22][N:23]([CH:26]3[CH2:27][CH2:28][N:29]([S:32]([CH3:35])(=[O:33])=[O:34])[CH2:30][CH2:31]3)[CH2:24][CH2:25]2)[CH:19]=1)=[O:13]. The yield is 0.270. (6) The reactants are ClCCCl.CC#N.C(OC1[CH:16]=[CH:15][C:14]([CH2:17][C:18]([NH:20][C:21]2[CH:26]=[C:25]([NH:27][CH3:28])[CH:24]=[CH:23][C:22]=2[N+:29]([O-:31])=[O:30])=[O:19])=[CH:13]C=1)C.[C:32](Cl)(=[O:37])[CH2:33][CH:34]([CH3:36])[CH3:35].[CH3:39][CH2:40][O:41][CH2:42][CH3:43]. The catalyst is CN(C1C=CN=CC=1)C. The product is [CH2:40]([O:41][C:42]1[CH:16]=[CH:15][C:14]([CH2:17][C:18]([NH:20][C:21]2[CH:26]=[C:25]([N:27]([CH3:28])[C:32](=[O:37])[CH2:33][CH:34]([CH3:36])[CH3:35])[CH:24]=[CH:23][C:22]=2[N+:29]([O-:31])=[O:30])=[O:19])=[CH:13][CH:43]=1)[CH3:39]. The yield is 0.990. (7) The product is [CH3:49][N:48]([CH3:50])[O:47][CH2:46][CH2:45][O:44][C@@H:32]1[C@H:31]([OH:51])[C@@H:30]([CH2:29][OH:28])[O:34][C@H:33]1[N:35]1[CH:42]=[C:41]([CH3:43])[C:39](=[O:40])[NH:38][C:36]1=[O:37]. The reactants are F.F.F.C(N(CC)CC)C.[Si]([O:28][CH2:29][C@H:30]1[O:34][C@@H:33]([N:35]2[CH:42]=[C:41]([CH3:43])[C:39](=[O:40])[NH:38][C:36]2=[O:37])[C@H:32]([O:44][CH2:45][CH2:46][O:47][N:48]([CH3:50])[CH3:49])[C@@H:31]1[OH:51])(C(C)(C)C)(C1C=CC=CC=1)C1C=CC=CC=1.CO. The yield is 0.925. The catalyst is C1COCC1.C(Cl)Cl. (8) The reactants are Br[C:2]1[CH:3]=[CH:4][C:5]2[NH:6][C:7]3[C:12]([C:13]=2[CH:14]=1)=[CH:11][CH:10]=[CH:9][CH:8]=3.[C:15]([Cu])#[N:16].O. The catalyst is CN1CCCC1=O. The product is [CH:4]1[C:5]2[NH:6][C:7]3[C:12](=[CH:11][CH:10]=[CH:9][CH:8]=3)[C:13]=2[CH:14]=[C:2]([C:15]#[N:16])[CH:3]=1. The yield is 0.880. (9) The reactants are C[O:2][C:3](=O)[CH2:4][C:5]1[CH:10]=[CH:9][C:8]([CH2:11][N:12]2[CH2:16][CH2:15][CH2:14][CH2:13]2)=[CH:7][CH:6]=1.[H-].[H-].[H-].[H-].[Li+].[Al+3]. The catalyst is C1COCC1. The product is [N:12]1([CH2:11][C:8]2[CH:9]=[CH:10][C:5]([CH2:4][CH2:3][OH:2])=[CH:6][CH:7]=2)[CH2:16][CH2:15][CH2:14][CH2:13]1. The yield is 0.950. (10) The reactants are [F:1][C:2]1[CH:7]=[C:6]([F:8])[CH:5]=[CH:4][C:3]=1[CH2:9][C:10]([OH:12])=O.[C:13](Cl)(=O)[C:14](Cl)=O.[Cl-].[Al+3].[Cl-].[Cl-].Cl. The catalyst is C(Cl)Cl.CN(C)C=O. The product is [F:8][C:6]1[CH:5]=[C:4]2[C:3](=[C:2]([F:1])[CH:7]=1)[CH2:9][C:10](=[O:12])[CH2:14][CH2:13]2. The yield is 0.650.